From a dataset of Forward reaction prediction with 1.9M reactions from USPTO patents (1976-2016). Predict the product of the given reaction. Given the reactants [F:1][C:2]1[CH:7]=[CH:6][CH:5]=[CH:4][C:3]=1[CH:8]([NH:12][C:13]([NH:15][C:16]1[CH:21]=[CH:20][C:19]([Cl:22])=[CH:18][CH:17]=1)=[O:14])[C:9]([OH:11])=O.[CH3:23][N:24]([CH2:26][C:27]1[CH:32]=[CH:31][CH:30]=[CH:29][C:28]=1[C:33]1[CH:38]=[CH:37][C:36]([NH2:39])=[CH:35][CH:34]=1)[CH3:25].O=P(Cl)(Cl)Cl, predict the reaction product. The product is: [CH3:25][N:24]([CH2:26][C:27]1[CH:32]=[CH:31][CH:30]=[CH:29][C:28]=1[C:33]1[CH:34]=[CH:35][C:36]([NH:39][C:9](=[O:11])[CH:8]([C:3]2[CH:4]=[CH:5][CH:6]=[CH:7][C:2]=2[F:1])[NH:12][C:13]([NH:15][C:16]2[CH:21]=[CH:20][C:19]([Cl:22])=[CH:18][CH:17]=2)=[O:14])=[CH:37][CH:38]=1)[CH3:23].